From a dataset of Catalyst prediction with 721,799 reactions and 888 catalyst types from USPTO. Predict which catalyst facilitates the given reaction. (1) Reactant: [NH2:1][C:2]1[N:6]([CH3:7])[N:5]=[CH:4][C:3]=1[NH:8][C:9]([C@@H:11]([NH:23]C(=O)OCC1C=CC=CC=1)[CH2:12][CH2:13][CH2:14][NH:15][C:16](=[O:22])[O:17][C:18]([CH3:21])([CH3:20])[CH3:19])=[O:10]. Product: [NH2:23][C@H:11]([C:9]([NH:8][C:3]1[CH:4]=[N:5][N:6]([CH3:7])[C:2]=1[NH2:1])=[O:10])[CH2:12][CH2:13][CH2:14][NH:15][C:16](=[O:22])[O:17][C:18]([CH3:20])([CH3:21])[CH3:19]. The catalyst class is: 19. (2) Reactant: [Cl:1][C:2]1[C:3]([F:9])=[C:4]([CH:6]=[CH:7][CH:8]=1)[NH2:5].Cl.N([O-])=O.[Na+].[C:15]([CH2:17][C:18]([NH2:20])=[O:19])#[N:16].[Na].C(CC(N)=O)#[N:23].O.O.O.C([O-])(=O)C.[Na+]. Product: [C:15]([C:17](=[N:23][NH:5][C:4]1[CH:6]=[CH:7][CH:8]=[C:2]([Cl:1])[C:3]=1[F:9])[C:18]([NH2:20])=[O:19])#[N:16]. The catalyst class is: 97. (3) Reactant: [CH3:1][O:2][C:3]1[CH:8]=[CH:7][C:6]([CH2:9][C:10](N2CCOCC2)=S)=[C:5]([O:18][C:19]2[CH:24]=[CH:23][CH:22]=[CH:21][CH:20]=2)[CH:4]=1.[OH-:25].[K+].[OH2:27]. Product: [CH3:1][O:2][C:3]1[CH:8]=[CH:7][C:6]([CH2:9][C:10]([OH:27])=[O:25])=[C:5]([O:18][C:19]2[CH:24]=[CH:23][CH:22]=[CH:21][CH:20]=2)[CH:4]=1. The catalyst class is: 41. (4) Reactant: [I:1][C:2]1[CH:7]=[CH:6][N:5]=[C:4]([NH:8][NH:9][C:10](=[O:16])[C:11]([O:13]CC)=[O:12])[CH:3]=1.[OH-].[Li+].Cl. Product: [I:1][C:2]1[CH:7]=[CH:6][N:5]=[C:4]([NH:8][NH:9][C:10](=[O:16])[C:11]([OH:13])=[O:12])[CH:3]=1. The catalyst class is: 30.